This data is from Catalyst prediction with 721,799 reactions and 888 catalyst types from USPTO. The task is: Predict which catalyst facilitates the given reaction. (1) Reactant: [F:1][C:2]1[CH:3]=[C:4]([NH:9][C:10]2[C:18]3[C:17]4[CH2:19][NH:20][CH2:21][CH2:22][C:16]=4[NH:15][C:14]=3[N:13]=[CH:12][CH:11]=2)[CH:5]=[CH:6][C:7]=1[CH3:8].[C:23](OC(=O)C)(=[O:25])[CH3:24].C(N(CC)CC)C. Product: [F:1][C:2]1[CH:3]=[C:4]([NH:9][C:10]2[C:18]3[C:17]4[CH2:19][N:20]([C:23](=[O:25])[CH3:24])[CH2:21][CH2:22][C:16]=4[NH:15][C:14]=3[N:13]=[CH:12][CH:11]=2)[CH:5]=[CH:6][C:7]=1[CH3:8]. The catalyst class is: 26. (2) Reactant: [N:1]([CH2:4][CH:5]([NH:12][C:13]([C:15]1[S:16][CH:17]=[CH:18][C:19]=1[NH:20][C:21]1[CH:26]=[CH:25][N:24]=[C:23]2[NH:27][CH:28]=[CH:29][C:22]=12)=[O:14])[C:6]1[CH:11]=[CH:10][CH:9]=[CH:8][CH:7]=1)=[N+]=[N-].[H][H]. Product: [NH2:1][CH2:4][CH:5]([NH:12][C:13]([C:15]1[S:16][CH:17]=[CH:18][C:19]=1[NH:20][C:21]1[CH:26]=[CH:25][N:24]=[C:23]2[NH:27][CH:28]=[CH:29][C:22]=12)=[O:14])[C:6]1[CH:11]=[CH:10][CH:9]=[CH:8][CH:7]=1. The catalyst class is: 19. (3) Reactant: Cl.[Cl:2][C:3]1[CH:4]=[N+:5]([O-:35])[CH:6]=[C:7]([Cl:34])[C:8]=1[CH2:9][C@@H:10]([C:19]1[CH:24]=[CH:23][C:22]([O:25][CH:26]([F:28])[F:27])=[C:21]([O:29][CH2:30][CH:31]2[CH2:33][CH2:32]2)[CH:20]=1)[O:11][C:12]([C@H:14]1[NH:18][CH2:17][CH2:16][S:15]1)=[O:13].[OH:36][C:37]1[CH:38]=[C:39]([CH:42]=[CH:43][CH:44]=1)[CH:40]=O.CC(O)=O.C(O[BH-](OC(=O)C)OC(=O)C)(=O)C.[Na+].Cl. Product: [Cl:2][C:3]1[CH:4]=[N+:5]([O-:35])[CH:6]=[C:7]([Cl:34])[C:8]=1[CH2:9][C@@H:10]([C:19]1[CH:24]=[CH:23][C:22]([O:25][CH:26]([F:28])[F:27])=[C:21]([O:29][CH2:30][CH:31]2[CH2:33][CH2:32]2)[CH:20]=1)[O:11][C:12]([C@H:14]1[N:18]([CH2:40][C:39]2[CH:42]=[CH:43][CH:44]=[C:37]([OH:36])[CH:38]=2)[CH2:17][CH2:16][S:15]1)=[O:13]. The catalyst class is: 2. (4) Reactant: [CH2:1]([O:8][C:9]([NH:11][C@H:12]1[CH2:16][CH2:15][N:14]([C@H:17]2[CH2:22][CH2:21][C@@H:20]([NH:23][C:24]([CH3:27])([CH3:26])[CH3:25])[CH2:19][C@H:18]2[C:28]([O:30][CH3:31])=[O:29])[C:13]1=[O:32])=[O:10])[C:2]1[CH:7]=[CH:6][CH:5]=[CH:4][CH:3]=1.C=O.[BH-](OC(C)=O)(OC(C)=O)O[C:37](C)=O.[Na+]. Product: [CH2:1]([O:8][C:9]([NH:11][C@H:12]1[CH2:16][CH2:15][N:14]([C@H:17]2[CH2:22][CH2:21][C@@H:20]([N:23]([C:24]([CH3:27])([CH3:26])[CH3:25])[CH3:37])[CH2:19][C@H:18]2[C:28]([O:30][CH3:31])=[O:29])[C:13]1=[O:32])=[O:10])[C:2]1[CH:7]=[CH:6][CH:5]=[CH:4][CH:3]=1. The catalyst class is: 2. (5) Reactant: Br[C:2]1[C:3]([CH3:21])=[N:4][N:5]([CH2:14][C:15]2[CH:20]=[CH:19][N:18]=[CH:17][CH:16]=2)[C:6]=1[C:7]1[CH:12]=[CH:11][C:10]([F:13])=[CH:9][CH:8]=1.CC1(C)C(C)(C)OB([C:30]2[CH:31]=[CH:32][C:33]3[O:38][CH2:37][C:36](=[O:39])[NH:35][C:34]=3[CH:40]=2)O1.C(=O)([O-])[O-].[Cs+].[Cs+]. Product: [F:13][C:10]1[CH:11]=[CH:12][C:7]([C:6]2[N:5]([CH2:14][C:15]3[CH:20]=[CH:19][N:18]=[CH:17][CH:16]=3)[N:4]=[C:3]([CH3:21])[C:2]=2[C:30]2[CH:31]=[CH:32][C:33]3[O:38][CH2:37][C:36](=[O:39])[NH:35][C:34]=3[CH:40]=2)=[CH:8][CH:9]=1. The catalyst class is: 12. (6) Reactant: [NH2:1][C:2]([NH:4][C:5]1[CH:6]=[C:7]([C:11]([F:16])([CH3:15])[C:12]([O-:14])=[O:13])[CH:8]=[CH:9][CH:10]=1)=[S:3].Br[CH2:18][C:19](=O)[C:20]([F:23])([F:22])[F:21].[C:25]([O-])(O)=O.[Na+]. Product: [F:16][C:11]([C:7]1[CH:8]=[CH:9][CH:10]=[C:5]([NH:4][C:2]2[S:3][CH:18]=[C:19]([C:20]([F:23])([F:22])[F:21])[N:1]=2)[CH:6]=1)([CH3:15])[C:12]([O:14][CH3:25])=[O:13]. The catalyst class is: 38. (7) Reactant: [CH3:1][O:2][C:3](=[O:30])[C:4]1[CH:9]=[CH:8][C:7]([CH3:10])=[C:6]([N:11]2[C:16](=[O:17])[C:15]([Cl:18])=[C:14]([O:19]CC3C=CC(OC)=CC=3)[N:13]=[C:12]2[CH3:29])[CH:5]=1.Cl[CH2:32][C:33]1[CH:38]=[CH:37][CH:36]=[C:35]([F:39])[N:34]=1.C(=O)([O-])[O-].[K+].[K+].C1OCCOCCOCCOCCOCCOC1. Product: [CH3:1][O:2][C:3](=[O:30])[C:4]1[CH:9]=[CH:8][C:7]([CH3:10])=[C:6]([N:11]2[C:16](=[O:17])[C:15]([Cl:18])=[C:14]([O:19][CH2:32][C:33]3[CH:38]=[CH:37][CH:36]=[C:35]([F:39])[N:34]=3)[N:13]=[C:12]2[CH3:29])[CH:5]=1. The catalyst class is: 9. (8) Reactant: Cl[CH2:2][C:3]1[CH:8]=[CH:7][C:6]([N+:9]([O-:11])=[O:10])=[CH:5][CH:4]=1.[NH:12]1[CH:16]=[CH:15][N:14]=[N:13]1.C(=O)([O-])[O-].[K+].[K+].CN(C=O)C. Product: [N+:9]([C:6]1[CH:7]=[CH:8][C:3]([CH2:2][N:13]2[N:14]=[CH:15][CH:16]=[N:12]2)=[CH:4][CH:5]=1)([O-:11])=[O:10]. The catalyst class is: 6.